The task is: Regression. Given a peptide amino acid sequence and an MHC pseudo amino acid sequence, predict their binding affinity value. This is MHC class II binding data.. This data is from Peptide-MHC class II binding affinity with 134,281 pairs from IEDB. The peptide sequence is WQKGEEVQVIAVEPG. The MHC is DRB1_0401 with pseudo-sequence DRB1_0401. The binding affinity (normalized) is 0.199.